Dataset: Peptide-MHC class II binding affinity with 134,281 pairs from IEDB. Task: Regression. Given a peptide amino acid sequence and an MHC pseudo amino acid sequence, predict their binding affinity value. This is MHC class II binding data. (1) The MHC is DRB1_0101 with pseudo-sequence DRB1_0101. The peptide sequence is IRYPLTFGWCFKLVPVDPREVEEA. The binding affinity (normalized) is 0.468. (2) The peptide sequence is DGRLLRGHDQSAYDGKDY. The MHC is HLA-DQA10301-DQB10301 with pseudo-sequence HLA-DQA10301-DQB10301. The binding affinity (normalized) is 0.217. (3) The peptide sequence is PESRSILLHGPSKGVELRND. The MHC is DRB1_1301 with pseudo-sequence DRB1_1301. The binding affinity (normalized) is 0.719. (4) The peptide sequence is EVQKVSQPATGAATV. The MHC is DRB1_0405 with pseudo-sequence DRB1_0405. The binding affinity (normalized) is 0.216. (5) The peptide sequence is GNEPMYAQVRKPKSR. The MHC is DRB3_0101 with pseudo-sequence DRB3_0101. The binding affinity (normalized) is 0. (6) The binding affinity (normalized) is 0.200. The peptide sequence is EAGKESCFCYFDCSK. The MHC is HLA-DPA10301-DPB10402 with pseudo-sequence HLA-DPA10301-DPB10402.